Dataset: Reaction yield outcomes from USPTO patents with 853,638 reactions. Task: Predict the reaction yield, written as a fraction of the theoretical maximum amount of product (1.0 means a 100% yield; for example, 0.34 means a 34% yield). (1) The reactants are [NH2:1][C:2]1[C:3]([CH3:13])=[C:4]([CH:9]=[C:10]([Br:12])[CH:11]=1)[C:5]([O:7][CH3:8])=[O:6].[O:14]1[CH2:19][CH2:18][C:17](=O)[CH2:16][CH2:15]1.C(O[BH-](OC(=O)C)OC(=O)C)(=O)C.[Na+].C([O-])(O)=O.[Na+]. The catalyst is C(Cl)Cl.CC(O)=O. The product is [Br:12][C:10]1[CH:11]=[C:2]([NH:1][CH:17]2[CH2:18][CH2:19][O:14][CH2:15][CH2:16]2)[C:3]([CH3:13])=[C:4]([CH:9]=1)[C:5]([O:7][CH3:8])=[O:6]. The yield is 0.720. (2) The reactants are [BH4-].[Na+].[CH3:3][C:4]1[CH:9]=[C:8]([C:10]([N:12]2[CH2:21][C:20]3[CH:19]=[N:18][N:17]([CH3:22])[C:16]=3[NH:15][C:14]3[CH:23]=[CH:24][CH:25]=[CH:26][C:13]2=3)=[O:11])[CH:7]=[CH:6][C:5]=1[CH2:27][CH2:28][C:29]([N:31]1[CH2:36][CH2:35][CH:34]([CH:37]=[O:38])[CH2:33][CH2:32]1)=[O:30].Cl. The catalyst is CO. The product is [OH:38][CH2:37][CH:34]1[CH2:35][CH2:36][N:31]([C:29](=[O:30])[CH2:28][CH2:27][C:5]2[CH:6]=[CH:7][C:8]([C:10]([N:12]3[CH2:21][C:20]4[CH:19]=[N:18][N:17]([CH3:22])[C:16]=4[NH:15][C:14]4[CH:23]=[CH:24][CH:25]=[CH:26][C:13]3=4)=[O:11])=[CH:9][C:4]=2[CH3:3])[CH2:32][CH2:33]1. The yield is 0.380. (3) The reactants are [CH3:1][CH:2]1[CH2:11][CH2:10][C:9]2[C:4](=[CH:5][CH:6]=[CH:7][C:8]=2[O:12][C:13]2[CH:18]=[CH:17][CH:16]=[CH:15][CH:14]=2)[NH:3]1.[Br:19]N1C(=O)CCC1=O. The catalyst is C(#N)C. The product is [Br:19][C:7]1[C:8]([O:12][C:13]2[CH:18]=[CH:17][CH:16]=[CH:15][CH:14]=2)=[C:9]2[C:4](=[CH:5][CH:6]=1)[NH:3][CH:2]([CH3:1])[CH2:11][CH2:10]2. The yield is 0.790. (4) The reactants are [C:1]1([C@H:13]2[C@H:17]([C:18]3[CH:23]=[CH:22][CH:21]=[C:20]([O:24]C)[CH:19]=3)[C:16](=[O:26])[NH:15][C:14]2=[O:27])[C:11]2=[C:12]3[C:7](=[CH:8][CH:9]=[CH:10]2)[CH2:6][CH2:5][CH2:4][N:3]3[CH:2]=1.B(Br)(Br)Br. The catalyst is ClCCl. The product is [C:1]1([C@H:13]2[C@H:17]([C:18]3[CH:23]=[CH:22][CH:21]=[C:20]([OH:24])[CH:19]=3)[C:16](=[O:26])[NH:15][C:14]2=[O:27])[C:11]2=[C:12]3[C:7](=[CH:8][CH:9]=[CH:10]2)[CH2:6][CH2:5][CH2:4][N:3]3[CH:2]=1. The yield is 0.630.